Predict the reactants needed to synthesize the given product. From a dataset of Full USPTO retrosynthesis dataset with 1.9M reactions from patents (1976-2016). (1) Given the product [CH3:1][C:2]1[O:3][C:4]([C:12]2[CH:17]=[CH:16][CH:15]=[CH:14][CH:13]=2)=[CH:5][C:6]=1[CH2:7][OH:8], predict the reactants needed to synthesize it. The reactants are: [CH3:1][C:2]1[O:3][C:4]([C:12]2[CH:17]=[CH:16][CH:15]=[CH:14][CH:13]=2)=[CH:5][C:6]=1[C:7](OCC)=[O:8].[H-].[Al+3].[Li+].[H-].[H-].[H-].Cl.O. (2) Given the product [F:1][C:2]1[C:11]([NH:12][S:13]([C:16]2[CH:17]=[CH:18][C:19]([OH:22])=[CH:20][CH:21]=2)(=[O:14])=[O:15])=[CH:10][C:5]2[B:6]([OH:9])[O:7][CH2:8][C:4]=2[CH:3]=1, predict the reactants needed to synthesize it. The reactants are: [F:1][C:2]1[C:11]([NH:12][S:13]([C:16]2[CH:21]=[CH:20][C:19]([O:22]C)=[CH:18][CH:17]=2)(=[O:15])=[O:14])=[CH:10][C:5]2[B:6]([OH:9])[O:7][CH2:8][C:4]=2[CH:3]=1.B(Br)(Br)Br.